Dataset: Peptide-MHC class I binding affinity with 185,985 pairs from IEDB/IMGT. Task: Regression. Given a peptide amino acid sequence and an MHC pseudo amino acid sequence, predict their binding affinity value. This is MHC class I binding data. (1) The peptide sequence is TVIRFWHAM. The MHC is HLA-B58:01 with pseudo-sequence HLA-B58:01. The binding affinity (normalized) is 0.602. (2) The peptide sequence is WRNATIPLF. The MHC is HLA-B27:05 with pseudo-sequence HLA-B27:05. The binding affinity (normalized) is 0.892. (3) The peptide sequence is AEHDPWWAV. The MHC is HLA-B15:01 with pseudo-sequence HLA-B15:01. The binding affinity (normalized) is 0.0847. (4) The peptide sequence is KAVRGDLNF. The MHC is HLA-B40:01 with pseudo-sequence HLA-B40:01. The binding affinity (normalized) is 0.0847. (5) The peptide sequence is LLMLCLHHA. The MHC is HLA-A02:02 with pseudo-sequence HLA-A02:02. The binding affinity (normalized) is 0.868. (6) The peptide sequence is FAFIDFSKST. The MHC is HLA-A02:01 with pseudo-sequence HLA-A02:01. The binding affinity (normalized) is 0.173. (7) The peptide sequence is NMERKLNLS. The MHC is HLA-A01:01 with pseudo-sequence HLA-A01:01. The binding affinity (normalized) is 0.0847. (8) The peptide sequence is IMLIPTVMAF. The MHC is HLA-B53:01 with pseudo-sequence HLA-B53:01. The binding affinity (normalized) is 0.138.